Dataset: Full USPTO retrosynthesis dataset with 1.9M reactions from patents (1976-2016). Task: Predict the reactants needed to synthesize the given product. (1) Given the product [CH3:50][C:49]([O:1][C@@H:2]([C:7]1[C:36]([CH3:37])=[N:35][C:34]2=[CH:38][C:31]3=[N:32][N:33]2[C:8]=1[N:9]1[CH2:43][CH2:42][C:12]([CH3:44])([O:13][CH2:14][CH2:15][CH2:16][CH2:17][C@H:18]([CH3:41])[O:19][C:20]2[CH:21]=[CH:22][C:23]([CH3:40])=[CH:24][C:25]=2[C:26]2[CH:39]=[C:30]3[CH:29]=[CH:28][CH:27]=2)[CH2:11][CH2:10]1)[C:3]([O:5][CH3:6])=[O:4])([CH2:52][CH3:53])[CH3:51], predict the reactants needed to synthesize it. The reactants are: [OH:1][C@@H:2]([C:7]1[C:36]([CH3:37])=[N:35][C:34]2=[CH:38][C:31]3=[N:32][N:33]2[C:8]=1[N:9]1[CH2:43][CH2:42][C:12]([CH3:44])([O:13][CH2:14][CH2:15][CH2:16][CH2:17][C@H:18]([CH3:41])[O:19][C:20]2[CH:21]=[CH:22][C:23]([CH3:40])=[CH:24][C:25]=2[C:26]2[CH:39]=[C:30]3[CH:29]=[CH:28][CH:27]=2)[CH2:11][CH2:10]1)[C:3]([O:5][CH3:6])=[O:4].C(O[C:49]([CH2:52][CH3:53])([CH3:51])[CH3:50])(=O)C.Cl(O)(=O)(=O)=O. (2) The reactants are: [Cl:1][C:2]1[CH:7]=[CH:6][C:5]([CH2:8][CH:9]([OH:22])[CH2:10][NH:11][C:12]2[CH:17]=[C:16]([CH3:18])[CH:15]=[CH:14][C:13]=2[N+:19]([O-])=O)=[CH:4][CH:3]=1. Given the product [NH2:19][C:13]1[CH:14]=[CH:15][C:16]([CH3:18])=[CH:17][C:12]=1[NH:11][CH2:10][CH:9]([OH:22])[CH2:8][C:5]1[CH:4]=[CH:3][C:2]([Cl:1])=[CH:7][CH:6]=1, predict the reactants needed to synthesize it. (3) Given the product [Cl:8][C:9]1[C:14]([N+:15]([O-:17])=[O:16])=[C:13]([NH:32][CH2:31][CH2:30][O:29][CH2:28][CH2:27][CH2:26][C:22]2[CH:21]=[N:20][CH:25]=[CH:24][CH:23]=2)[CH:12]=[C:11]([CH3:19])[N:10]=1, predict the reactants needed to synthesize it. The reactants are: C(N(CC)CC)C.[Cl:8][C:9]1[C:14]([N+:15]([O-:17])=[O:16])=[C:13](Cl)[CH:12]=[C:11]([CH3:19])[N:10]=1.[N:20]1[CH:25]=[CH:24][CH:23]=[C:22]([CH2:26][CH2:27][CH2:28][O:29][CH2:30][CH2:31][NH2:32])[CH:21]=1.